From a dataset of Peptide-MHC class II binding affinity with 134,281 pairs from IEDB. Regression. Given a peptide amino acid sequence and an MHC pseudo amino acid sequence, predict their binding affinity value. This is MHC class II binding data. The peptide sequence is IFKISKTVSEGAVDI. The MHC is DRB3_0101 with pseudo-sequence DRB3_0101. The binding affinity (normalized) is 0.0779.